Dataset: NCI-60 drug combinations with 297,098 pairs across 59 cell lines. Task: Regression. Given two drug SMILES strings and cell line genomic features, predict the synergy score measuring deviation from expected non-interaction effect. (1) Drug 1: CC1C(C(CC(O1)OC2CC(CC3=C2C(=C4C(=C3O)C(=O)C5=C(C4=O)C(=CC=C5)OC)O)(C(=O)C)O)N)O.Cl. Drug 2: CC1=C(N=C(N=C1N)C(CC(=O)N)NCC(C(=O)N)N)C(=O)NC(C(C2=CN=CN2)OC3C(C(C(C(O3)CO)O)O)OC4C(C(C(C(O4)CO)O)OC(=O)N)O)C(=O)NC(C)C(C(C)C(=O)NC(C(C)O)C(=O)NCCC5=NC(=CS5)C6=NC(=CS6)C(=O)NCCC[S+](C)C)O. Cell line: M14. Synergy scores: CSS=28.3, Synergy_ZIP=-1.12, Synergy_Bliss=7.31, Synergy_Loewe=5.72, Synergy_HSA=8.77. (2) Drug 1: COC1=NC(=NC2=C1N=CN2C3C(C(C(O3)CO)O)O)N. Drug 2: CC1=C(N=C(N=C1N)C(CC(=O)N)NCC(C(=O)N)N)C(=O)NC(C(C2=CN=CN2)OC3C(C(C(C(O3)CO)O)O)OC4C(C(C(C(O4)CO)O)OC(=O)N)O)C(=O)NC(C)C(C(C)C(=O)NC(C(C)O)C(=O)NCCC5=NC(=CS5)C6=NC(=CS6)C(=O)NCCC[S+](C)C)O. Cell line: SN12C. Synergy scores: CSS=9.20, Synergy_ZIP=-2.90, Synergy_Bliss=3.58, Synergy_Loewe=-25.5, Synergy_HSA=-6.59. (3) Drug 1: C1CCN(CC1)CCOC2=CC=C(C=C2)C(=O)C3=C(SC4=C3C=CC(=C4)O)C5=CC=C(C=C5)O. Drug 2: C1=CC(=CC=C1CCCC(=O)O)N(CCCl)CCCl. Cell line: NCIH23. Synergy scores: CSS=33.3, Synergy_ZIP=1.15, Synergy_Bliss=0.883, Synergy_Loewe=-2.48, Synergy_HSA=-1.71. (4) Drug 1: CC1C(C(=O)NC(C(=O)N2CCCC2C(=O)N(CC(=O)N(C(C(=O)O1)C(C)C)C)C)C(C)C)NC(=O)C3=C4C(=C(C=C3)C)OC5=C(C(=O)C(=C(C5=N4)C(=O)NC6C(OC(=O)C(N(C(=O)CN(C(=O)C7CCCN7C(=O)C(NC6=O)C(C)C)C)C)C(C)C)C)N)C. Drug 2: C1C(C(OC1N2C=NC3=C(N=C(N=C32)Cl)N)CO)O. Cell line: HOP-92. Synergy scores: CSS=42.7, Synergy_ZIP=-10.4, Synergy_Bliss=-5.45, Synergy_Loewe=-3.22, Synergy_HSA=-1.15. (5) Drug 1: CC1C(C(=O)NC(C(=O)N2CCCC2C(=O)N(CC(=O)N(C(C(=O)O1)C(C)C)C)C)C(C)C)NC(=O)C3=C4C(=C(C=C3)C)OC5=C(C(=O)C(=C(C5=N4)C(=O)NC6C(OC(=O)C(N(C(=O)CN(C(=O)C7CCCN7C(=O)C(NC6=O)C(C)C)C)C)C(C)C)C)N)C. Drug 2: C1=CC=C(C=C1)NC(=O)CCCCCCC(=O)NO. Cell line: A498. Synergy scores: CSS=9.86, Synergy_ZIP=-0.776, Synergy_Bliss=-0.812, Synergy_Loewe=-1.65, Synergy_HSA=-1.24.